The task is: Regression. Given a peptide amino acid sequence and an MHC pseudo amino acid sequence, predict their binding affinity value. This is MHC class I binding data.. This data is from Peptide-MHC class I binding affinity with 185,985 pairs from IEDB/IMGT. (1) The peptide sequence is ILLRKGHVF. The MHC is HLA-A24:03 with pseudo-sequence HLA-A24:03. The binding affinity (normalized) is 0.227. (2) The peptide sequence is TICLKNEGV. The MHC is HLA-A02:02 with pseudo-sequence HLA-A02:02. The binding affinity (normalized) is 0.427.